This data is from Peptide-MHC class I binding affinity with 185,985 pairs from IEDB/IMGT. The task is: Regression. Given a peptide amino acid sequence and an MHC pseudo amino acid sequence, predict their binding affinity value. This is MHC class I binding data. (1) The peptide sequence is GEIFGLLGP. The MHC is HLA-A26:01 with pseudo-sequence HLA-A26:01. The binding affinity (normalized) is 0.0847. (2) The peptide sequence is RMFLAMITY. The MHC is HLA-B08:02 with pseudo-sequence HLA-B08:02. The binding affinity (normalized) is 0.0847.